This data is from Reaction yield outcomes from USPTO patents with 853,638 reactions. The task is: Predict the reaction yield, written as a fraction of the theoretical maximum amount of product (1.0 means a 100% yield; for example, 0.34 means a 34% yield). (1) The yield is 0.670. The reactants are [CH2:1]([O:3][C@@H:4]([CH2:8][C:9]1[CH:14]=[CH:13][C:12]([C:15]2[S:19][C:18]([NH:20][CH3:21])=[N:17][CH:16]=2)=[CH:11][CH:10]=1)[C:5]([OH:7])=[O:6])[CH3:2].[OH-].[Na+].[CH3:24]O. The product is [CH2:1]([O:3][C@@H:4]([CH2:8][C:9]1[CH:10]=[CH:11][C:12]([C:15]2[S:19][C:18]([NH:20][CH3:21])=[N:17][CH:16]=2)=[CH:13][CH:14]=1)[C:5]([O:7][CH3:24])=[O:6])[CH3:2]. The catalyst is S(=O)(=O)(O)O.O. (2) The reactants are C[O:2][C:3](=[O:24])[CH2:4][O:5][C:6]1[CH:11]=[CH:10][C:9]([CH2:12][CH2:13][CH2:14][CH2:15][NH:16][C:17]([O:19][C:20]([CH3:23])([CH3:22])[CH3:21])=[O:18])=[CH:8][CH:7]=1.[OH-].[K+]. The catalyst is CO. The product is [C:20]([O:19][C:17]([NH:16][CH2:15][CH2:14][CH2:13][CH2:12][C:9]1[CH:8]=[CH:7][C:6]([O:5][CH2:4][C:3]([OH:24])=[O:2])=[CH:11][CH:10]=1)=[O:18])([CH3:23])([CH3:21])[CH3:22]. The yield is 0.970.